Dataset: Forward reaction prediction with 1.9M reactions from USPTO patents (1976-2016). Task: Predict the product of the given reaction. (1) Given the reactants [O:1]=[C:2]1[C:11]2=[N:12][N:13]([C:21]3[CH:26]=[CH:25][CH:24]=[CH:23][CH:22]=3)[C:14]([CH2:15][C:16](OCC)=[O:17])=[C:10]2[C:9]2[CH:8]=[CH:7][CH:6]=[CH:5][C:4]=2[NH:3]1.[H-].[Al+3].[Li+].[H-].[H-].[H-].O.[OH-].[Na+], predict the reaction product. The product is: [OH:17][CH2:16][CH2:15][C:14]1[N:13]([C:21]2[CH:26]=[CH:25][CH:24]=[CH:23][CH:22]=2)[N:12]=[C:11]2[C:10]=1[C:9]1[CH:8]=[CH:7][CH:6]=[CH:5][C:4]=1[NH:3][C:2]2=[O:1]. (2) Given the reactants [C:1]1([C:7]2[CH:12]=[CH:11][C:10]([C:13]3[O:17][N:16]=[CH:15][C:14]=3[C:18](OCC)=[O:19])=[CH:9][CH:8]=2)[CH:6]=[CH:5][CH:4]=[CH:3][CH:2]=1.[H-].C([Al+]CC(C)C)C(C)C.Cl, predict the reaction product. The product is: [C:1]1([C:7]2[CH:12]=[CH:11][C:10]([C:13]3[O:17][N:16]=[CH:15][C:14]=3[CH2:18][OH:19])=[CH:9][CH:8]=2)[CH:2]=[CH:3][CH:4]=[CH:5][CH:6]=1. (3) Given the reactants [N:1]1([C:10]([O:12][C:13]([CH3:16])([CH3:15])[CH3:14])=[O:11])[C:9]2[C:4](=[N:5][CH:6]=[CH:7][CH:8]=2)[CH:3]=[CH:2]1.[H][H], predict the reaction product. The product is: [N:1]1([C:10]([O:12][C:13]([CH3:16])([CH3:15])[CH3:14])=[O:11])[C:9]2[C:4](=[N:5][CH:6]=[CH:7][CH:8]=2)[CH2:3][CH2:2]1.